This data is from Forward reaction prediction with 1.9M reactions from USPTO patents (1976-2016). The task is: Predict the product of the given reaction. (1) Given the reactants Cl.Cl.[NH2:3][CH2:4][CH2:5][S:6][S:7][CH2:8][CH2:9][NH2:10].[I:11][CH2:12][C:13](O[C:13](=[O:14])[CH2:12][I:11])=[O:14], predict the reaction product. The product is: [CH2:4]([NH:3][C:13]([CH2:12][I:11])=[O:14])[CH2:5][S:6][S:7][CH2:8][CH2:9][NH:10][C:13]([CH2:12][I:11])=[O:14]. (2) Given the reactants FC(F)(F)C(O)=O.[CH3:8][N:9]1[C:17]2[C:12](=[N:13][C:14]([C@@H:24]([NH2:26])[CH3:25])=[C:15]([C:18]3[N:22]([CH3:23])[N:21]=[CH:20][CH:19]=3)[CH:16]=2)[CH:11]=[CH:10]1.Cl[C:28]1[C:33]([C:34]#[N:35])=[C:32]([CH3:36])[N:31]=[C:30]([S:37][CH3:38])[N:29]=1.CCN(CC)CC, predict the reaction product. The product is: [CH3:36][C:32]1[C:33]([C:34]#[N:35])=[C:28]([NH:26][C@H:24]([C:14]2[N:13]=[C:12]3[CH:11]=[CH:10][N:9]([CH3:8])[C:17]3=[CH:16][C:15]=2[C:18]2[N:22]([CH3:23])[N:21]=[CH:20][CH:19]=2)[CH3:25])[N:29]=[C:30]([S:37][CH3:38])[N:31]=1. (3) Given the reactants C([O:4][CH2:5][C@@H:6]1[C@@H:11]([O:12]C(=O)C)[C@H:10]([OH:16])[C@H:9]([OH:17])[C@@H:8]([C:18]2[CH:23]=[CH:22][CH:21]=[C:20]([O:24][Si](C(C)(C)C)(C)C)[CH:19]=2)[O:7]1)(=O)C.Br[C:33]1[CH:34]=[CH:35][C:36]([N+:39]([O-:41])=[O:40])=[N:37][CH:38]=1, predict the reaction product. The product is: [OH:4][CH2:5][C@@H:6]1[C@@H:11]([OH:12])[C@H:10]([OH:16])[C@H:9]([OH:17])[C@@H:8]([C:18]2[CH:23]=[CH:22][CH:21]=[C:20]([O:24][C:33]3[CH:38]=[N:37][C:36]([N+:39]([O-:41])=[O:40])=[CH:35][CH:34]=3)[CH:19]=2)[O:7]1. (4) Given the reactants [CH3:1][CH:2]([N:4]([CH2:15][C:16]1[N:17]=[C:18]2[CH:23]=[CH:22][CH:21]=[C:20]([N:24]3[CH2:29][CH2:28][N:27]([CH3:30])[CH2:26][CH2:25]3)[N:19]2[C:31]=1[C:32]#[N:33])[C@@H:5]1[C:14]2[N:13]=[CH:12][CH:11]=[CH:10][C:9]=2[CH2:8][CH2:7][CH2:6]1)[CH3:3].S(=O)(=O)(O)[OH:35], predict the reaction product. The product is: [CH3:3][CH:2]([N:4]([CH2:15][C:16]1[N:17]=[C:18]2[CH:23]=[CH:22][CH:21]=[C:20]([N:24]3[CH2:29][CH2:28][N:27]([CH3:30])[CH2:26][CH2:25]3)[N:19]2[C:31]=1[C:32]([NH2:33])=[O:35])[C@@H:5]1[C:14]2[N:13]=[CH:12][CH:11]=[CH:10][C:9]=2[CH2:8][CH2:7][CH2:6]1)[CH3:1].